Dataset: Forward reaction prediction with 1.9M reactions from USPTO patents (1976-2016). Task: Predict the product of the given reaction. (1) The product is: [CH2:11]([N:3]1[CH2:9][CH2:8][CH2:7][CH2:6][CH2:5][C:4]1=[O:10])[C:12]1[CH:17]=[CH:16][CH:15]=[CH:14][CH:13]=1. Given the reactants [H-].[Na+].[NH:3]1[CH2:9][CH2:8][CH2:7][CH2:6][CH2:5][C:4]1=[O:10].[CH2:11](Br)[C:12]1[CH:17]=[CH:16][CH:15]=[CH:14][CH:13]=1, predict the reaction product. (2) Given the reactants [F:1][C:2]([F:21])([C:8]1[CH:13]=[CH:12][CH:11]=[C:10]([CH2:14][N:15]2[CH2:20][CH2:19][O:18][CH2:17][CH2:16]2)[CH:9]=1)[C:3]([O:5]CC)=[O:4].O.[OH-].[Li+], predict the reaction product. The product is: [F:21][C:2]([F:1])([C:8]1[CH:13]=[CH:12][CH:11]=[C:10]([CH2:14][N:15]2[CH2:16][CH2:17][O:18][CH2:19][CH2:20]2)[CH:9]=1)[C:3]([OH:5])=[O:4]. (3) Given the reactants Cl.[O:2]([NH2:4])[CH3:3].C(=O)([O-])[O-].[K+].[K+].[NH:11]1[C:16]2[CH:17]=[CH:18][CH:19]=[N:20][C:15]=2[C:14](=O)[O:13]C1=O, predict the reaction product. The product is: [NH2:11][C:16]1[C:15]([C:14]([NH:4][O:2][CH3:3])=[O:13])=[N:20][CH:19]=[CH:18][CH:17]=1. (4) Given the reactants [F:1][C@@H:2]1[CH2:6][N:5]([C:7](=[O:10])[CH2:8][OH:9])[C@H:4]([C:11]#[N:12])[CH2:3]1.[N+:13]([C:16]1[CH:21]=[CH:20][CH:19]=[CH:18][C:17]=1[S:22](Cl)(=[O:24])=[O:23])([O-:15])=[O:14], predict the reaction product. The product is: [F:1][C@@H:2]1[CH2:6][N:5]([C:7](=[O:10])[CH2:8][O:9][S:22]([C:17]2[CH:18]=[CH:19][CH:20]=[CH:21][C:16]=2[N+:13]([O-:15])=[O:14])(=[O:23])=[O:24])[C@H:4]([C:11]#[N:12])[CH2:3]1. (5) The product is: [F:37][C:35]([F:36])([O:1][C:2]1[CH:11]=[C:6]([C:7]([O:9][CH3:10])=[O:8])[CH:5]=[C:4]([CH:3]=1)[C:12]([O:14][CH3:15])=[O:13])[CH:34]([F:38])[O:33][C:32]([F:39])([F:40])[C:27]([F:41])([O:26][C:25]([F:42])([F:43])[C:24]([F:44])([F:45])[C:23]([F:22])([F:46])[F:47])[C:28]([F:31])([F:30])[F:29]. Given the reactants [OH:1][C:2]1[CH:3]=[C:4]([C:12]([O:14][CH3:15])=[O:13])[CH:5]=[C:6]([CH:11]=1)[C:7]([O:9][CH3:10])=[O:8].C(=O)([O-])[O-].[K+].[K+].[F:22][C:23]([F:47])([F:46])[C:24]([F:45])([F:44])[C:25]([F:43])([F:42])[O:26][C:27]([F:41])([C:32]([F:40])([F:39])[O:33][C:34]([F:38])=[C:35]([F:37])[F:36])[C:28]([F:31])([F:30])[F:29], predict the reaction product.